This data is from Reaction yield outcomes from USPTO patents with 853,638 reactions. The task is: Predict the reaction yield, written as a fraction of the theoretical maximum amount of product (1.0 means a 100% yield; for example, 0.34 means a 34% yield). (1) The reactants are C[O:2][C:3]([C:5]1[CH:6]=[N:7][C:8]([C:11]2[CH:16]=[CH:15][C:14]([F:17])=[CH:13][CH:12]=2)=[CH:9][CH:10]=1)=[O:4].[OH-].[Na+].Cl. The catalyst is O1CCCC1. The product is [F:17][C:14]1[CH:15]=[CH:16][C:11]([C:8]2[N:7]=[CH:6][C:5]([C:3]([OH:4])=[O:2])=[CH:10][CH:9]=2)=[CH:12][CH:13]=1. The yield is 0.370. (2) The reactants are [CH3:1][O:2][C:3]1[CH:8]=[CH:7][C:6]([C:9]2[CH:10]=[CH:11][C:12](=[O:28])[N:13]([CH2:15][C:16]3[CH:17]=[N:18][C:19]([C:22]#[C:23][Si](C)(C)C)=[CH:20][CH:21]=3)[CH:14]=2)=[CH:5][CH:4]=1.[F-].C([N+](CCCC)(CCCC)CCCC)CCC. The catalyst is C1COCC1.O. The product is [C:22]([C:19]1[N:18]=[CH:17][C:16]([CH2:15][N:13]2[CH:14]=[C:9]([C:6]3[CH:5]=[CH:4][C:3]([O:2][CH3:1])=[CH:8][CH:7]=3)[CH:10]=[CH:11][C:12]2=[O:28])=[CH:21][CH:20]=1)#[CH:23]. The yield is 0.350.